From a dataset of Catalyst prediction with 721,799 reactions and 888 catalyst types from USPTO. Predict which catalyst facilitates the given reaction. (1) Reactant: [Br:1][C:2]1[CH:3]=[CH:4][C:5]2[N:6]([C:8]([CH:11]([C:13]3[N:14]=[N:15][C:16](Cl)=[CH:17][CH:18]=3)[CH3:12])=[N:9][N:10]=2)[CH:7]=1.[CH3:20][O:21][C:22]1[CH:27]=[C:26]([O:28][CH3:29])[CH:25]=[CH:24][C:23]=1[CH2:30][NH2:31].[C:32]([O-])(O)=O.[Na+]. Product: [CH3:20][O:21][C:22]1[CH:27]=[C:26]([O:28][CH3:29])[CH:25]=[CH:24][C:23]=1[CH2:30][NH:31][C:16]1[N:15]=[N:14][C:13]([CH:11]([C:8]2[N:6]3[CH:7]=[C:2]([CH3:32])[CH:3]=[CH:4][C:5]3=[N:10][N:9]=2)[CH3:12])=[CH:18][CH:17]=1.[Br:1][C:2]1[CH:3]=[CH:4][C:5]2[N:6]([C:8]([CH:11]([C:13]3[N:14]=[N:15][C:16]([NH:31][CH2:30][C:23]4[CH:24]=[CH:25][C:26]([O:28][CH3:29])=[CH:27][C:22]=4[O:21][CH3:20])=[CH:17][CH:18]=3)[CH3:12])=[N:9][N:10]=2)[CH:7]=1. The catalyst class is: 41. (2) Reactant: [N:1]([CH2:4][CH2:5][O:6][CH2:7][CH2:8][O:9][CH2:10][CH2:11][O:12][CH2:13][CH2:14][O:15][CH:16]1[CH2:21][CH2:20][N:19]([C:22]2[CH:27]=[C:26]([CH3:28])[C:25]([C:29]3[N:30]=[C:31]([NH:34][C:35](=[O:42])[C:36]4[CH:41]=[CH:40][N:39]=[CH:38][CH:37]=4)[S:32][CH:33]=3)=[C:24]([CH3:43])[CH:23]=2)[CH2:18][CH2:17]1)=[N+]=[N-]. Product: [NH2:1][CH2:4][CH2:5][O:6][CH2:7][CH2:8][O:9][CH2:10][CH2:11][O:12][CH2:13][CH2:14][O:15][CH:16]1[CH2:17][CH2:18][N:19]([C:22]2[CH:27]=[C:26]([CH3:28])[C:25]([C:29]3[N:30]=[C:31]([NH:34][C:35](=[O:42])[C:36]4[CH:41]=[CH:40][N:39]=[CH:38][CH:37]=4)[S:32][CH:33]=3)=[C:24]([CH3:43])[CH:23]=2)[CH2:20][CH2:21]1. The catalyst class is: 50. (3) The catalyst class is: 5. Reactant: [CH2:1]([C:6]1[CH:12]=[C:11]([OH:13])[CH:10]=[CH:9][C:7]=1[OH:8])[CH2:2][CH2:3][CH2:4][CH3:5].CCCCCC.CC(=O)OCC. Product: [CH2:1]([C:6]1[C:7](=[O:8])[CH:9]=[CH:10][C:11](=[O:13])[CH:12]=1)[CH2:2][CH2:3][CH2:4][CH3:5]. (4) Reactant: [CH:1]1([C:5]2[N:6]([C:21]3[CH:26]=[CH:25][CH:24]=[CH:23][CH:22]=3)[C:7](=[O:20])[C:8]3[C:9](=[O:19])[C:10]4[CH:18]=[CH:17][CH:16]=[CH:15][C:11]=4[NH:12][C:13]=3[CH:14]=2)[CH2:4][CH2:3][CH2:2]1.[CH3:27]N(C=O)C.CI. Product: [CH:1]1([C:5]2[N:6]([C:21]3[CH:22]=[CH:23][CH:24]=[CH:25][CH:26]=3)[C:7](=[O:20])[C:8]3[C:9](=[O:19])[C:10]4[CH:18]=[CH:17][CH:16]=[CH:15][C:11]=4[N:12]([CH3:27])[C:13]=3[CH:14]=2)[CH2:2][CH2:3][CH2:4]1. The catalyst class is: 6. (5) Reactant: [NH2:1][C:2]1[CH:3]=[C:4]([OH:12])[C:5](=[CH:10][CH:11]=1)[C:6]([O:8][CH3:9])=[O:7].[N:13]1[S:14][N:15]=[C:16]2[C:21]([S:22](Cl)(=[O:24])=[O:23])=[CH:20][CH:19]=[CH:18][C:17]=12. Product: [N:13]1[S:14][N:15]=[C:16]2[C:21]([S:22]([NH:1][C:2]3[CH:11]=[CH:10][C:5]([C:6]([O:8][CH3:9])=[O:7])=[C:4]([OH:12])[CH:3]=3)(=[O:24])=[O:23])=[CH:20][CH:19]=[CH:18][C:17]=12. The catalyst class is: 16. (6) Reactant: [CH2:1]([O:3][CH2:4][C:5]([OH:7])=[O:6])[CH3:2].C1(N=C=NC2CCCCC2)CCCCC1.CN(C1C=CC=CN=1)C.[C:32]([O:35][CH:36]1[C:37]([OH:76])([CH3:75])[CH2:38][CH2:39][CH:40]([O:67][Si:68]([C:71]([CH3:74])([CH3:73])[CH3:72])([CH3:70])[CH3:69])[CH2:41][C:42]([O:44][CH:45](/[C:50](/[CH3:66])=[CH:51]/[CH:52]=[CH:53]/[CH:54]([CH3:65])[CH2:55][CH:56]2[O:64][CH:57]2[CH:58]([CH3:63])[CH:59](O)[CH2:60][CH3:61])[CH:46]([CH3:49])[CH:47]=[CH:48]1)=[O:43])(=[O:34])[CH3:33]. Product: [C:32]([O:35][CH:36]1[C:37]([OH:76])([CH3:75])[CH2:38][CH2:39][CH:40]([O:67][Si:68]([C:71]([CH3:72])([CH3:73])[CH3:74])([CH3:69])[CH3:70])[CH2:41][C:42]([O:44][CH:45](/[C:50](/[CH3:66])=[CH:51]/[CH:52]=[CH:53]/[CH:54]([CH3:65])[CH2:55][CH:56]2[O:64][CH:57]2[CH:58]([CH3:63])[CH:59]([O:6][C:5](=[O:7])[CH2:4][O:3][CH2:1][CH3:2])[CH2:60][CH3:61])[CH:46]([CH3:49])[CH:47]=[CH:48]1)=[O:43])(=[O:34])[CH3:33]. The catalyst class is: 96. (7) Reactant: [NH2:1][C:2]1[S:12][C:5]2[CH2:6][N:7]([CH2:10][CH3:11])[CH2:8][CH2:9][C:4]=2[C:3]=1[C:13]([NH2:15])=[O:14].[Cl:16][C:17]1[CH:22]=[CH:21][C:20]([N:23]=[C:24]=[O:25])=[CH:19][C:18]=1[CH3:26]. Product: [Cl:16][C:17]1[CH:22]=[CH:21][C:20]([NH:23][C:24](=[O:25])[NH:1][C:2]2[S:12][C:5]3[CH2:6][N:7]([CH2:10][CH3:11])[CH2:8][CH2:9][C:4]=3[C:3]=2[C:13]([NH2:15])=[O:14])=[CH:19][C:18]=1[CH3:26]. The catalyst class is: 595.